From a dataset of Full USPTO retrosynthesis dataset with 1.9M reactions from patents (1976-2016). Predict the reactants needed to synthesize the given product. (1) Given the product [F:20][C:17]1[CH:18]=[CH:19][C:14]([C@H:5]2[C:6]3[C:12](=[O:13])[CH2:11][O:10][CH2:9][C:7]=3[NH:8][C:3]3[C@H:1]([CH3:2])[O:24][C:22](=[O:23])[C:4]2=3)=[CH:15][C:16]=1[I:21], predict the reactants needed to synthesize it. The reactants are: [CH2:1]([C:3]1[NH:8][C:7]2[CH2:9][O:10][CH2:11][C:12](=[O:13])[C:6]=2[CH:5]([C:14]2[CH:19]=[CH:18][C:17]([F:20])=[C:16]([I:21])[CH:15]=2)[C:4]=1[C:22]([O:24]C)=[O:23])[CH3:2].BrN1C(=O)CCC1=O. (2) Given the product [CH2:13]([N:20]1[CH2:26][CH2:25][CH2:24][CH2:23][C@H:22]([NH:27][C:28]([N:7]2[CH2:6][CH2:5][C@@H:4]3[C@H:8]2[C:2](=[O:1])[N:3]3[S:9]([OH:12])(=[O:11])=[O:10])=[O:29])[CH2:21]1)[C:14]1[CH:15]=[CH:16][CH:17]=[CH:18][CH:19]=1, predict the reactants needed to synthesize it. The reactants are: [O:1]=[C:2]1[C@@H:8]2[C@@H:4]([CH2:5][CH2:6][NH:7]2)[N:3]1[S:9]([OH:12])(=[O:11])=[O:10].[CH2:13]([N:20]1[CH2:26][CH2:25][CH2:24][CH2:23][C@H:22]([NH:27][C:28](ON2C(=O)CCC2=O)=[O:29])[CH2:21]1)[C:14]1[CH:19]=[CH:18][CH:17]=[CH:16][CH:15]=1.C(=O)(O)[O-].[Na+]. (3) Given the product [O:1]1[C:5]2[CH:6]=[CH:7][C:8]([C:10]3[S:11][CH:12]=[C:13]([C:15]([NH:23][C:20]4[N:21]=[CH:22][NH:18][N:19]=4)=[O:17])[N:14]=3)=[CH:9][C:4]=2[CH2:3][CH2:2]1, predict the reactants needed to synthesize it. The reactants are: [O:1]1[C:5]2[CH:6]=[CH:7][C:8]([C:10]3[S:11][CH:12]=[C:13]([C:15]([OH:17])=O)[N:14]=3)=[CH:9][C:4]=2[CH2:3][CH2:2]1.[NH:18]1[CH:22]=[N:21][C:20]([NH2:23])=[N:19]1.CN(C(ON1N=NC2C=CC=CC1=2)=[N+](C)C)C.F[P-](F)(F)(F)(F)F.CCN(C(C)C)C(C)C. (4) Given the product [CH3:13][N:14]([CH3:15])[C:2]1[CH:3]=[C:4]2[C:9](=[CH:10][CH:11]=1)[C:8](=[O:12])[NH:7][CH2:6][CH2:5]2, predict the reactants needed to synthesize it. The reactants are: F[C:2]1[CH:3]=[C:4]2[C:9](=[CH:10][CH:11]=1)[C:8](=[O:12])[NH:7][CH2:6][CH2:5]2.[CH3:13][NH:14][CH3:15]. (5) Given the product [CH3:45][C:28]1[CH:27]=[C:26]([NH:25][C:17]2[N:16]=[C:15]([CH2:14][CH2:13][C:12]3[CH:46]=[CH:47][CH:48]=[CH:49][C:11]=3[CH2:10][C:9]([NH2:8])=[O:50])[C:20]([C:21]([F:24])([F:22])[F:23])=[CH:19][N:18]=2)[CH:31]=[CH:30][C:29]=1[CH:32]1[CH2:37][CH2:36][NH:35][CH2:34][CH2:33]1, predict the reactants needed to synthesize it. The reactants are: C(O)(C(F)(F)F)=O.[NH2:8][C:9](=[O:50])[CH2:10][C:11]1[CH:49]=[CH:48][CH:47]=[CH:46][C:12]=1[CH2:13][CH2:14][C:15]1[C:20]([C:21]([F:24])([F:23])[F:22])=[CH:19][N:18]=[C:17]([NH:25][C:26]2[CH:31]=[CH:30][C:29]([CH:32]3[CH2:37][CH2:36][N:35](C(OC(C)(C)C)=O)[CH2:34][CH2:33]3)=[C:28]([CH3:45])[CH:27]=2)[N:16]=1. (6) Given the product [C:14]([O:13][C:11]([N:18]1[CH2:23][CH2:22][N:21]([C:2]2[CH:7]=[CH:6][C:5]([N+:8]([O-:10])=[O:9])=[CH:4][N:3]=2)[CH2:20][CH2:19]1)=[O:12])([CH3:17])([CH3:15])[CH3:16], predict the reactants needed to synthesize it. The reactants are: Cl[C:2]1[CH:7]=[CH:6][C:5]([N+:8]([O-:10])=[O:9])=[CH:4][N:3]=1.[C:11]([N:18]1[CH2:23][CH2:22][NH:21][CH2:20][CH2:19]1)([O:13][C:14]([CH3:17])([CH3:16])[CH3:15])=[O:12]. (7) Given the product [OH:12][C:7]1[CH:8]=[C:9]2[C:4](=[CH:5][CH:6]=1)[N:3]=[C:2]([C:17]1[CH:18]=[CH:19][C:20]([C:21]([OH:23])=[O:22])=[C:15]([O:14][CH3:13])[CH:16]=1)[CH:11]=[CH:10]2, predict the reactants needed to synthesize it. The reactants are: Cl[C:2]1[CH:11]=[CH:10][C:9]2[C:4](=[CH:5][CH:6]=[C:7]([OH:12])[CH:8]=2)[N:3]=1.[CH3:13][O:14][C:15]1[CH:16]=[C:17](B(O)O)[CH:18]=[CH:19][C:20]=1[C:21]([O:23]C)=[O:22].C([O-])(O)=O.[Na+].